Task: Predict the product of the given reaction.. Dataset: Forward reaction prediction with 1.9M reactions from USPTO patents (1976-2016) (1) Given the reactants [F:1][C:2]1[CH:7]=[CH:6][C:5]([O:8][C:9](=[O:24])[N:10]([C@H:12]2[C@H:16]([C:17]3[CH:22]=[CH:21][C:20]([Cl:23])=[CH:19][CH:18]=3)[CH2:15][NH:14][CH2:13]2)[CH3:11])=[CH:4][CH:3]=1.[O:25]1[CH2:29][CH2:28][CH:27]([C:30](O)=[O:31])[CH2:26]1, predict the reaction product. The product is: [F:1][C:2]1[CH:7]=[CH:6][C:5]([O:8][C:9](=[O:24])[N:10]([C@H:12]2[C@H:16]([C:17]3[CH:22]=[CH:21][C:20]([Cl:23])=[CH:19][CH:18]=3)[CH2:15][N:14]([C:30]([CH:27]3[CH2:28][CH2:29][O:25][CH2:26]3)=[O:31])[CH2:13]2)[CH3:11])=[CH:4][CH:3]=1. (2) Given the reactants [Al+3].[Cl-].[Cl-].[Cl-].[CH3:5][O:6][C:7]1[CH:50]=[CH:49][C:10]([CH2:11][N:12]([C:31]2[CH:32]=[N:33][C:34]3[C:39]([CH:40]=2)=[CH:38][CH:37]=[C:36]([O:41]CC2C=CC=CC=2)[CH:35]=3)[C:13](=[O:30])[C:14]2[CH:19]=[CH:18][C:17]([O:20][CH3:21])=[C:16]([C:22]3[CH:27]=[CH:26][CH:25]=[C:24]([O:28][CH3:29])[CH:23]=3)[CH:15]=2)=[CH:9][CH:8]=1, predict the reaction product. The product is: [CH3:5][O:6][C:7]1[CH:8]=[CH:9][C:10]([CH2:11][N:12]([C:31]2[CH:32]=[N:33][C:34]3[C:39]([CH:40]=2)=[CH:38][CH:37]=[C:36]([OH:41])[CH:35]=3)[C:13](=[O:30])[C:14]2[CH:19]=[CH:18][C:17]([O:20][CH3:21])=[C:16]([C:22]3[CH:27]=[CH:26][CH:25]=[C:24]([O:28][CH3:29])[CH:23]=3)[CH:15]=2)=[CH:49][CH:50]=1. (3) Given the reactants [O:1]1[C:5]2[CH:6]=[CH:7][C:8]([C:10]([OH:12])=O)=[CH:9][C:4]=2[O:3][CH2:2]1.[NH2:13][CH2:14][CH2:15][CH2:16][OH:17], predict the reaction product. The product is: [OH:17][CH2:16][CH2:15][CH2:14][NH:13][C:10]([C:8]1[CH:7]=[CH:6][C:5]2[O:1][CH2:2][O:3][C:4]=2[CH:9]=1)=[O:12]. (4) Given the reactants [Cl:1][C:2]1[C:10]2[N:6]([C:7]([CH2:23][CH2:24][O:25]C)=[CH:8][C:9]=2[C:11]([NH:13][CH2:14][CH:15]2[CH2:20][CH2:19][C:18]([F:22])([F:21])[CH2:17][CH2:16]2)=[O:12])[CH:5]=[CH:4][CH:3]=1.Cl.N1C=CC=CC=1, predict the reaction product. The product is: [Cl:1][C:2]1[C:10]2[N:6]([C:7]([CH2:23][CH2:24][OH:25])=[CH:8][C:9]=2[C:11]([NH:13][CH2:14][CH:15]2[CH2:16][CH2:17][C:18]([F:21])([F:22])[CH2:19][CH2:20]2)=[O:12])[CH:5]=[CH:4][CH:3]=1. (5) Given the reactants [CH3:1][C:2]1[CH:11]=[CH:10][C:9]2[C:4](=[CH:5][CH:6]=[CH:7][C:8]=2[N:12]2[CH2:17][CH2:16][N:15]([CH2:18][CH2:19][C:20]3[CH:21]=[C:22]([CH:24]=[CH:25][CH:26]=3)[NH2:23])[CH2:14][CH2:13]2)[N:3]=1.[Cl:27][CH2:28][CH2:29][CH2:30][N:31]=[C:32]=[O:33], predict the reaction product. The product is: [ClH:27].[ClH:27].[CH3:1][C:2]1[CH:11]=[CH:10][C:9]2[C:4](=[CH:5][CH:6]=[CH:7][C:8]=2[N:12]2[CH2:13][CH2:14][N:15]([CH2:18][CH2:19][C:20]3[CH:21]=[C:22]([N:23]4[CH2:28][CH2:29][CH2:30][NH:31][C:32]4=[O:33])[CH:24]=[CH:25][CH:26]=3)[CH2:16][CH2:17]2)[N:3]=1. (6) Given the reactants Cl[C:2]1[C:11]2=[N:12][N:13](CC3C=CC(OC)=CC=3)[CH:14]=[C:10]2[C:9]2[CH:8]=[C:7]([O:24][CH3:25])[CH:6]=[CH:5][C:4]=2[N:3]=1.[CH3:26][N:27]([CH3:36])[C:28]1[CH:33]=[CH:32][C:31]([NH2:34])=[CH:30][C:29]=1[CH3:35].Cl, predict the reaction product. The product is: [CH3:25][O:24][C:7]1[CH:6]=[CH:5][C:4]2[N:3]=[C:2]([NH:34][C:31]3[CH:32]=[CH:33][C:28]([N:27]([CH3:36])[CH3:26])=[C:29]([CH3:35])[CH:30]=3)[C:11]3=[N:12][NH:13][CH:14]=[C:10]3[C:9]=2[CH:8]=1.